Task: Predict the reactants needed to synthesize the given product.. Dataset: Full USPTO retrosynthesis dataset with 1.9M reactions from patents (1976-2016) (1) Given the product [CH3:38][O:39][C:40](=[O:50])[C@H:41]([CH2:43][C:44]1[CH:49]=[CH:48][CH:47]=[CH:46][CH:45]=1)[NH:42][C:14](=[O:16])[CH2:13][NH:12][C:10](=[O:11])[CH2:9][NH:8][C:1]([O:3][C:4]([CH3:5])([CH3:6])[CH3:7])=[O:2], predict the reactants needed to synthesize it. The reactants are: [C:1]([NH:8][CH2:9][C:10]([NH:12][CH2:13][C:14]([OH:16])=O)=[O:11])([O:3][C:4]([CH3:7])([CH3:6])[CH3:5])=[O:2].CCN=C=NCCCN(C)C.C1C=CC2N(O)N=NC=2C=1.[CH3:38][O:39][C:40](=[O:50])[C@H:41]([CH2:43][C:44]1[CH:49]=[CH:48][CH:47]=[CH:46][CH:45]=1)[NH2:42]. (2) Given the product [N+:17]([C:20]1[CH:21]=[CH:22][C:23]([O:26][N:27]=[C:10]([CH2:11][CH2:12][CH2:13][CH3:14])[CH2:9][C:8]([C:5]2[CH:6]=[CH:7][C:2]([OH:1])=[CH:3][CH:4]=2)=[O:16])=[CH:24][CH:25]=1)([O-:19])=[O:18], predict the reactants needed to synthesize it. The reactants are: [OH:1][C:2]1[CH:7]=[CH:6][C:5]([C:8](=[O:16])[CH2:9][C:10](=O)[CH2:11][CH2:12][CH2:13][CH3:14])=[CH:4][CH:3]=1.[N+:17]([C:20]1[CH:25]=[CH:24][C:23]([O:26][NH2:27])=[CH:22][CH:21]=1)([O-:19])=[O:18]. (3) Given the product [NH2:5][CH:6]([C:11]1[CH:12]=[CH:13][C:14]([F:17])=[CH:15][CH:16]=1)[CH2:7][C:8]([OH:10])=[O:9], predict the reactants needed to synthesize it. The reactants are: ClCC([NH:5][CH:6]([C:11]1[CH:16]=[CH:15][C:14]([F:17])=[CH:13][CH:12]=1)[CH2:7][C:8]([OH:10])=[O:9])=O.[OH-].[Na+]. (4) Given the product [NH2:22][C:5]1[CH:4]=[C:3]([C:25]([O:27][CH3:28])=[O:26])[C:2]([F:1])=[CH:7][C:6]=1[NH:8][CH:9]1[CH2:14][CH2:13][N:12]([C:15]([O:17][C:18]([CH3:21])([CH3:20])[CH3:19])=[O:16])[CH2:11][CH2:10]1, predict the reactants needed to synthesize it. The reactants are: [F:1][C:2]1[C:3]([C:25]([O:27][CH3:28])=[O:26])=[CH:4][C:5]([N+:22]([O-])=O)=[C:6]([NH:8][CH:9]2[CH2:14][CH2:13][N:12]([C:15]([O:17][C:18]([CH3:21])([CH3:20])[CH3:19])=[O:16])[CH2:11][CH2:10]2)[CH:7]=1.